This data is from Reaction yield outcomes from USPTO patents with 853,638 reactions. The task is: Predict the reaction yield, written as a fraction of the theoretical maximum amount of product (1.0 means a 100% yield; for example, 0.34 means a 34% yield). The reactants are [Cl:1][C:2]1[CH:3]=[C:4]([NH2:20])[CH:5]=[C:6]([Cl:19])[C:7]=1[S:8][C:9]1[CH:18]=[CH:17][C:16]2[C:11](=[CH:12][CH:13]=[CH:14][CH:15]=2)[CH:10]=1.N1C=CC=CC=1.[Cl:27][C:28]1[CH:33]=[C:32]([Cl:34])[CH:31]=[CH:30][C:29]=1[S:35](Cl)(=[O:37])=[O:36].Cl. The catalyst is C1COCC1. The product is [Cl:27][C:28]1[CH:33]=[C:32]([Cl:34])[CH:31]=[CH:30][C:29]=1[S:35]([NH:20][C:4]1[CH:3]=[C:2]([Cl:1])[C:7]([S:8][C:9]2[CH:18]=[CH:17][C:16]3[C:11](=[CH:12][CH:13]=[CH:14][CH:15]=3)[CH:10]=2)=[C:6]([Cl:19])[CH:5]=1)(=[O:37])=[O:36]. The yield is 0.490.